Dataset: Catalyst prediction with 721,799 reactions and 888 catalyst types from USPTO. Task: Predict which catalyst facilitates the given reaction. (1) Reactant: [CH3:1][O:2][C:3]1[CH:8]=[CH:7][C:6]([N:9]=[C:10](Cl)[C:11]([F:14])([F:13])[F:12])=[CH:5][CH:4]=1.[N-:16]=[N+:17]=[N-:18].[Na+].Cl.C(N(CC)CC)C. Product: [CH3:1][O:2][C:3]1[CH:8]=[CH:7][C:6]([N:9]2[C:10]([C:11]([F:14])([F:13])[F:12])=[N:18][N:17]=[N:16]2)=[CH:5][CH:4]=1. The catalyst class is: 11. (2) Reactant: [CH2:1]([C:3]1[N:7]([C:8]2[N:9]=[C:10]([N:19]3[CH2:24][CH2:23][O:22][CH2:21][CH2:20]3)[C:11]3[N:16]=[C:15]([CH2:17]O)[S:14][C:12]=3[N:13]=2)[C:6]2[CH:25]=[CH:26][CH:27]=[CH:28][C:5]=2[N:4]=1)[CH3:2].P(Br)(Br)[Br:30]. Product: [Br:30][CH2:17][C:15]1[S:14][C:12]2[N:13]=[C:8]([N:7]3[C:6]4[CH:25]=[CH:26][CH:27]=[CH:28][C:5]=4[N:4]=[C:3]3[CH2:1][CH3:2])[N:9]=[C:10]([N:19]3[CH2:20][CH2:21][O:22][CH2:23][CH2:24]3)[C:11]=2[N:16]=1. The catalyst class is: 2. (3) Reactant: [O:1]=[S:2]1(=[O:19])[CH2:6][CH2:5][CH2:4][N:3]1[C:7]12[CH2:15][CH:11]3[CH2:12][CH:13]([CH2:14]1)[C:9](C(O)=O)([CH2:10]3)[CH2:8]2.OS(O)(=O)=O.[N-:25]=[N+]=[N-].[Na+]. Product: [O:1]=[S:2]1(=[O:19])[CH2:6][CH2:5][CH2:4][N:3]1[C:7]12[CH2:15][CH:11]3[CH2:12][CH:13]([CH2:14]1)[C:9]([NH2:25])([CH2:10]3)[CH2:8]2. The catalyst class is: 146. (4) Reactant: [N:1]1([C:6]2[N:11]=[C:10]([NH:12][CH2:13][CH2:14][N:15]([CH3:19])[CH2:16][CH2:17][NH2:18])[CH:9]=[C:8]([N:20]3[CH2:24][CH2:23][CH2:22][CH2:21]3)[N:7]=2)[CH2:5][CH2:4][CH2:3][CH2:2]1.[Cl:25][C:26]1[CH:31]=[CH:30][C:29]([N:32]=[C:33]=[S:34])=[CH:28][CH:27]=1. Product: [Cl:25][C:26]1[CH:31]=[CH:30][C:29]([NH:32][C:33]([NH:18][CH2:17][CH2:16][N:15]([CH2:14][CH2:13][NH:12][C:10]2[CH:9]=[C:8]([N:20]3[CH2:21][CH2:22][CH2:23][CH2:24]3)[N:7]=[C:6]([N:1]3[CH2:5][CH2:4][CH2:3][CH2:2]3)[N:11]=2)[CH3:19])=[S:34])=[CH:28][CH:27]=1. The catalyst class is: 4. (5) Reactant: [Br:1][C:2]1[CH:7]=[CH:6][C:5]([C:8]2[O:12][N:11]=[C:10]([CH3:13])[C:9]=2[C:14](=[O:21])[CH2:15][S:16][C:17]([CH3:20])([CH3:19])[CH3:18])=[CH:4][CH:3]=1.B.CSC. Product: [Br:1][C:2]1[CH:3]=[CH:4][C:5]([C:8]2[O:12][N:11]=[C:10]([CH3:13])[C:9]=2[CH:14]([OH:21])[CH2:15][S:16][C:17]([CH3:19])([CH3:18])[CH3:20])=[CH:6][CH:7]=1. The catalyst class is: 1. (6) Reactant: C([O:5][C:6](=[O:26])[C:7]([S:10][C:11]1[S:12][CH:13]=[C:14]([CH2:16][CH2:17][NH:18][C:19]2[N:24]=[CH:23][C:22](Br)=[CH:21][N:20]=2)[N:15]=1)([CH3:9])[CH3:8])(C)(C)C.[C:27]1(B(O)O)[CH:32]=[CH:31][CH:30]=[CH:29][CH:28]=1.[F:36][C:37]([F:42])([F:41])[C:38]([OH:40])=[O:39]. Product: [F:36][C:37]([F:42])([F:41])[C:38]([OH:40])=[O:39].[CH3:9][C:7]([S:10][C:11]1[S:12][CH:13]=[C:14]([CH2:16][CH2:17][NH:18][C:19]2[N:20]=[CH:21][C:22]([C:27]3[CH:32]=[CH:31][CH:30]=[CH:29][CH:28]=3)=[CH:23][N:24]=2)[N:15]=1)([CH3:8])[C:6]([OH:5])=[O:26]. The catalyst class is: 4.